This data is from Forward reaction prediction with 1.9M reactions from USPTO patents (1976-2016). The task is: Predict the product of the given reaction. (1) Given the reactants [NH2:1][C:2]1[N:3]=[CH:4][C:5]2[CH2:11][N:10]([C:12]3[C:13](=[O:19])[NH:14][CH:15]=[CH:16][C:17]=3[CH3:18])[CH2:9][CH2:8][C:6]=2[N:7]=1.I[C:21]1[CH:26]=[CH:25][C:24]([CH3:27])=[CH:23][CH:22]=1.CNCCNC.P([O-])([O-])([O-])=O.[K+].[K+].[K+], predict the reaction product. The product is: [NH2:1][C:2]1[N:3]=[CH:4][C:5]2[CH2:11][N:10]([C:12]3[C:13](=[O:19])[N:14]([C:21]4[CH:26]=[CH:25][C:24]([CH3:27])=[CH:23][CH:22]=4)[CH:15]=[CH:16][C:17]=3[CH3:18])[CH2:9][CH2:8][C:6]=2[N:7]=1. (2) Given the reactants [Cl:1][C:2]1[CH:40]=[CH:39][CH:38]=[C:37]([Cl:41])[C:3]=1[CH2:4][O:5][CH2:6][C@@H:7]1[CH2:12][O:11][C:10]2[CH:13]=[CH:14][C:15]([CH2:17][CH2:18][N:19]3[CH2:23][C@@H:22]([C:24]4[CH:35]=[CH:34][C:27]5[O:28][C:29]([CH3:33])([CH3:32])[O:30][CH2:31][C:26]=5[CH:25]=4)[O:21]C3=O)=[CH:16][C:9]=2[O:8]1.C[Si](C)(C)[O-].[K+].P([O-])([O-])([O-])=O, predict the reaction product. The product is: [Cl:1][C:2]1[CH:40]=[CH:39][CH:38]=[C:37]([Cl:41])[C:3]=1[CH2:4][O:5][CH2:6][C@@H:7]1[CH2:12][O:11][C:10]2[CH:13]=[CH:14][C:15]([CH2:17][CH2:18][NH:19][CH2:23][C@@H:22]([C:24]3[CH:35]=[CH:34][C:27]4[O:28][C:29]([CH3:33])([CH3:32])[O:30][CH2:31][C:26]=4[CH:25]=3)[OH:21])=[CH:16][C:9]=2[O:8]1. (3) Given the reactants CC12CC3(C)OC(C)(CC(C)(O3)O1)P2C1C=CC=CC=1.[CH:21]([C:24]1[CH:29]=[C:28]([CH:30]([CH3:32])[CH3:31])[CH:27]=[C:26]([CH:33]([CH3:35])[CH3:34])[C:25]=1B(O)O)([CH3:23])[CH3:22].P([O-])([O-])([O-])=O.[K+].[K+].[K+].[Br:47][C:48]1[CH:53]=[C:52]([O:54][CH3:55])[C:51]([O:56][CH3:57])=[CH:50][C:49]=1Br, predict the reaction product. The product is: [Br:47][C:48]1[CH:53]=[C:52]([O:54][CH3:55])[C:51]([O:56][CH3:57])=[CH:50][C:49]=1[C:25]1[C:24]([CH:21]([CH3:23])[CH3:22])=[CH:29][C:28]([CH:30]([CH3:32])[CH3:31])=[CH:27][C:26]=1[CH:33]([CH3:35])[CH3:34]. (4) Given the reactants Cl[C:2]1[N:7]=[CH:6][C:5]([O:8][C:9]2[CH:10]=[C:11]([N:15]([CH3:17])[CH3:16])[CH:12]=[CH:13][CH:14]=2)=[CH:4][CH:3]=1.[F:18][C:19]1[C:25]([O:26][CH3:27])=[C:24]([F:28])[CH:23]=[CH:22][C:20]=1[NH2:21].C1(P(C2C=CC=CC=2)C2C3OC4C(=CC=CC=4P(C4C=CC=CC=4)C4C=CC=CC=4)C(C)(C)C=3C=CC=2)C=CC=CC=1.C(=O)([O-])[O-].[Cs+].[Cs+], predict the reaction product. The product is: [F:18][C:19]1[C:25]([O:26][CH3:27])=[C:24]([F:28])[CH:23]=[CH:22][C:20]=1[NH:21][C:2]1[CH:3]=[CH:4][C:5]([O:8][C:9]2[CH:14]=[CH:13][CH:12]=[C:11]([N:15]([CH3:17])[CH3:16])[CH:10]=2)=[CH:6][N:7]=1. (5) The product is: [CH3:30][O:16][C:14]([CH:10]1[N:11]([C:19]2[CH:24]=[CH:23][C:22]([C:25]([F:28])([F:27])[F:26])=[CH:21][N:20]=2)[CH2:12][CH2:13][N:8]([C:6]([O:5][C:1]([CH3:2])([CH3:3])[CH3:4])=[O:7])[CH2:9]1)=[O:15]. Given the reactants [C:1]([O:5][C:6]([N:8]1[CH2:13][CH2:12][NH:11][C:10](C)([C:14]([OH:16])=[O:15])[CH2:9]1)=[O:7])([CH3:4])([CH3:3])[CH3:2].Br[C:19]1[CH:24]=[CH:23][C:22]([C:25]([F:28])([F:27])[F:26])=[CH:21][N:20]=1.[Cl-].[CH2:30](C1C=CC=C(CCC)C=1[N+]1C=CN(C2C(CCC)=CC=CC=2CCC)C=1)CC.CC(C)([O-])C.[Na+], predict the reaction product. (6) The product is: [O:1]1[CH2:6][CH2:5][N:4]([C:7]2[CH:8]=[N:9][C:10]3[C:15]([N:16]=2)=[CH:14][C:13]([O:17][C:18]2[CH:23]=[CH:22][C:21]([NH2:24])=[CH:20][CH:19]=2)=[CH:12][CH:11]=3)[CH2:3][CH2:2]1. Given the reactants [O:1]1[CH2:6][CH2:5][N:4]([C:7]2[CH:8]=[N:9][C:10]3[C:15]([N:16]=2)=[CH:14][C:13]([O:17][C:18]2[CH:23]=[CH:22][C:21]([NH:24]C(=O)C(C)(C)C)=[CH:20][CH:19]=2)=[CH:12][CH:11]=3)[CH2:3][CH2:2]1.Cl.[OH-].[Na+], predict the reaction product. (7) Given the reactants [OH:1][C:2]1[CH:11]=[CH:10][C:5]([C:6]([O:8][CH3:9])=[O:7])=[CH:4][CH:3]=1.Cl[CH2:13][C:14]1[CH:23]=[CH:22][C:21]2[C:16](=[CH:17][CH:18]=[CH:19][CH:20]=2)[N:15]=1, predict the reaction product. The product is: [N:15]1[C:16]2[C:21](=[CH:20][CH:19]=[CH:18][CH:17]=2)[CH:22]=[CH:23][C:14]=1[CH2:13][O:1][C:2]1[CH:3]=[CH:4][C:5]([C:6]([O:8][CH3:9])=[O:7])=[CH:10][CH:11]=1.